From a dataset of Full USPTO retrosynthesis dataset with 1.9M reactions from patents (1976-2016). Predict the reactants needed to synthesize the given product. (1) The reactants are: [O:1]=[C:2]1[N:7]([C:8]2[CH:13]=[CH:12][CH:11]=[C:10]([C:14]([F:17])([F:16])[F:15])[CH:9]=2)[C:6]2[CH2:18][CH2:19][C:20](=[O:21])[C:5]=2[C@@H:4]([C:22]2[CH:29]=[CH:28][C:25]([C:26]#[N:27])=[CH:24][C:23]=2[S:30]([CH3:33])(=[O:32])=[O:31])[NH:3]1.[CH:34]([N-]C(C)C)(C)C.[Li+].CI. Given the product [CH3:34][N:3]1[C@H:4]([C:22]2[CH:29]=[CH:28][C:25]([C:26]#[N:27])=[CH:24][C:23]=2[S:30]([CH3:33])(=[O:31])=[O:32])[C:5]2[C:20](=[O:21])[CH2:19][CH2:18][C:6]=2[N:7]([C:8]2[CH:13]=[CH:12][CH:11]=[C:10]([C:14]([F:17])([F:15])[F:16])[CH:9]=2)[C:2]1=[O:1], predict the reactants needed to synthesize it. (2) Given the product [N:36]1([CH2:35][CH2:34][CH2:33][O:32][C:26]2[CH:25]=[C:24]3[C:29]([CH2:30][CH2:31][N:22]([S:19]([C:16]4[CH:17]=[CH:18][C:13]([C:11]([NH2:12])=[O:3])=[CH:14][CH:15]=4)(=[O:20])=[O:21])[CH2:23]3)=[CH:28][CH:27]=2)[CH2:41][CH2:40][CH2:39][CH2:38][CH2:37]1, predict the reactants needed to synthesize it. The reactants are: CS(C)=[O:3].C([O-])([O-])=O.[K+].[K+].[C:11]([C:13]1[CH:18]=[CH:17][C:16]([S:19]([N:22]2[CH2:31][CH2:30][C:29]3[C:24](=[CH:25][C:26]([O:32][CH2:33][CH2:34][CH2:35][N:36]4[CH2:41][CH2:40][CH2:39][CH2:38][CH2:37]4)=[CH:27][CH:28]=3)[CH2:23]2)(=[O:21])=[O:20])=[CH:15][CH:14]=1)#[N:12].OO. (3) Given the product [CH2:20]([O:19][C:17]([NH:2][C:3]1([C:6]([O:8][CH2:9][CH3:10])=[O:7])[CH2:5][CH2:4]1)=[O:18])[C:21]1[CH:26]=[CH:25][CH:24]=[CH:23][CH:22]=1, predict the reactants needed to synthesize it. The reactants are: Cl.[NH2:2][C:3]1([C:6]([O:8][CH2:9][CH3:10])=[O:7])[CH2:5][CH2:4]1.C([O-])(O)=O.[Na+].Cl[C:17]([O:19][CH2:20][C:21]1[CH:26]=[CH:25][CH:24]=[CH:23][CH:22]=1)=[O:18].